This data is from Forward reaction prediction with 1.9M reactions from USPTO patents (1976-2016). The task is: Predict the product of the given reaction. (1) Given the reactants [C:1]([O:5][C:6](=[O:20])[NH:7][C:8]1[CH:13]=[C:12]([CH3:14])[C:11]([C:15]([F:18])([F:17])[F:16])=[CH:10][C:9]=1[NH2:19])([CH3:4])([CH3:3])[CH3:2].C([O:25][C:26](=O)[CH2:27][C:28](=[O:41])[C:29]1[CH:34]=[CH:33][CH:32]=[C:31]([C:35]2[CH:36]=[N:37][CH:38]=[N:39][CH:40]=2)[CH:30]=1)(C)(C)C, predict the reaction product. The product is: [C:1]([O:5][C:6](=[O:20])[NH:7][C:8]1[CH:13]=[C:12]([CH3:14])[C:11]([C:15]([F:18])([F:17])[F:16])=[CH:10][C:9]=1[NH:19][C:26](=[O:25])[CH2:27][C:28](=[O:41])[C:29]1[CH:34]=[CH:33][CH:32]=[C:31]([C:35]2[CH:40]=[N:39][CH:38]=[N:37][CH:36]=2)[CH:30]=1)([CH3:4])([CH3:2])[CH3:3]. (2) The product is: [CH2:7]([C:14]([CH2:3][S:2][CH3:1])([C:15]([O:17][CH2:18][CH3:19])=[O:16])[C:20]([O:22][CH2:23][CH3:24])=[O:21])[C:8]1[CH:13]=[CH:12][CH:11]=[CH:10][CH:9]=1. Given the reactants [CH3:1][S:2][CH2:3]Cl.[H-].[Na+].[CH2:7]([CH:14]([C:20]([O:22][CH2:23][CH3:24])=[O:21])[C:15]([O:17][CH2:18][CH3:19])=[O:16])[C:8]1[CH:13]=[CH:12][CH:11]=[CH:10][CH:9]=1, predict the reaction product. (3) Given the reactants [Br:1][C:2]1[C:7]([CH3:8])=[CH:6][CH:5]=[CH:4][C:3]=1[C:9]([C:11]1[O:12][CH2:13][CH2:14][CH:15]=1)=[O:10], predict the reaction product. The product is: [Br:1][C:2]1[C:7]([CH3:8])=[CH:6][CH:5]=[CH:4][C:3]=1[C:9]([CH:11]1[CH2:15][CH2:14][CH2:13][O:12]1)=[O:10]. (4) The product is: [Br:3][C:4]1[C:11]([O:12][C:20]2[CH:25]=[CH:24][C:23]([N+:26]([O-:28])=[O:27])=[CH:22][CH:21]=2)=[C:10]([O:13][CH3:14])[CH:9]=[CH:8][C:5]=1[CH:6]=[O:7]. Given the reactants [F-].[K+].[Br:3][C:4]1[C:11]([OH:12])=[C:10]([O:13][CH:14]2CCCC2)[CH:9]=[CH:8][C:5]=1[CH:6]=[O:7].F[C:20]1[CH:25]=[CH:24][C:23]([N+:26]([O-:28])=[O:27])=[CH:22][CH:21]=1.O, predict the reaction product. (5) Given the reactants COC(=O)C(N1C(=O)CCN(C(=O)/C=C/C2C=CC=C([Cl:26])C=2)CC1)CC(O)=O.CCN(CC)CC.[CH2:36]1[C:38]2([CH2:43][CH2:42][NH:41][CH2:40][C@H:39]2[OH:44])[CH2:37]1, predict the reaction product. The product is: [ClH:26].[CH2:37]1[C:38]2([CH2:43][CH2:42][NH:41][CH2:40][C@H:39]2[OH:44])[CH2:36]1. (6) Given the reactants Cl[C:2]1[CH:7]=[C:6]([Cl:8])[N:5]=[C:4]([NH2:9])[N:3]=1.[Cl:10][C:11]1[CH:16]=[CH:15][CH:14]=[CH:13][C:12]=1[CH2:17][NH2:18].C(N(CC)CC)C, predict the reaction product. The product is: [Cl:8][C:6]1[N:5]=[C:4]([NH2:9])[N:3]=[C:2]([NH:18][CH2:17][C:12]2[CH:13]=[CH:14][CH:15]=[CH:16][C:11]=2[Cl:10])[CH:7]=1. (7) The product is: [NH2:18][CH2:17][C:6]1([OH:12])[C:5]2[CH:4]=[CH:3][C:2]([Br:1])=[CH:11][C:10]=2[O:9][CH2:8][CH2:7]1. Given the reactants [Br:1][C:2]1[CH:11]=[C:10]2[C:5]([C:6](=[O:12])[CH2:7][CH2:8][O:9]2)=[CH:4][CH:3]=1.[Si]([C:17]#[N:18])(C)(C)C.[H-].[H-].[H-].[H-].[Li+].[Al+3], predict the reaction product. (8) The product is: [OH:1][C:2]1([CH2:11][NH:12][C:13]([C:15]2[C:16]3[CH:17]=[CH:18][C:19]([N:40]4[CH2:41][CH2:42][CH:38]([N:37]([CH3:43])[CH3:36])[CH2:39]4)=[N:20][C:21]=3[CH:22]=[CH:23][C:24]=2[Cl:25])=[O:14])[CH2:7][CH2:6][CH2:5][CH:4]([CH:8]2[CH2:10][CH2:9]2)[CH2:3]1. Given the reactants [OH:1][C:2]1([CH2:11][NH:12][C:13]([C:15]2[C:16]3[CH:17]=[CH:18][C:19](Cl)=[N:20][C:21]=3[CH:22]=[CH:23][C:24]=2[Cl:25])=[O:14])[CH2:7][CH2:6][CH2:5][CH:4]([CH:8]2[CH2:10][CH2:9]2)[CH2:3]1.CCN(C(C)C)C(C)C.[CH3:36][N:37]([CH3:43])[CH:38]1[CH2:42][CH2:41][NH:40][CH2:39]1, predict the reaction product. (9) Given the reactants [F:1][C:2]1[CH:3]=[C:4]([C:8]2[N:13]=[C:12](S(C)(=O)=O)[N:11]=[C:10]([N:18]3[CH2:23][CH2:22][O:21][CH2:20][C@@H:19]3[CH3:24])[CH:9]=2)[CH:5]=[N:6][CH:7]=1.[OH-].[Na+].P(Cl)(Cl)([Cl:29])=O, predict the reaction product. The product is: [Cl:29][C:12]1[N:11]=[C:10]([N:18]2[CH2:23][CH2:22][O:21][CH2:20][C@@H:19]2[CH3:24])[CH:9]=[C:8]([C:4]2[CH:5]=[N:6][CH:7]=[C:2]([F:1])[CH:3]=2)[N:13]=1.